From a dataset of Full USPTO retrosynthesis dataset with 1.9M reactions from patents (1976-2016). Predict the reactants needed to synthesize the given product. (1) Given the product [Cl:1][C:2]1[CH:23]=[C:22]([Cl:24])[CH:21]=[CH:20][C:3]=1[CH2:4][NH:5][C:6]1[N:11]=[C:10]([C:12]([F:13])([F:15])[F:14])[C:9]([C:16]([OH:18])=[O:17])=[CH:8][N:7]=1, predict the reactants needed to synthesize it. The reactants are: [Cl:1][C:2]1[CH:23]=[C:22]([Cl:24])[CH:21]=[CH:20][C:3]=1[CH2:4][NH:5][C:6]1[N:11]=[C:10]([C:12]([F:15])([F:14])[F:13])[C:9]([C:16]([O:18]C)=[O:17])=[CH:8][N:7]=1.[OH-].[K+]. (2) Given the product [C:36]([O:35][C:33]([NH:32][CH:4]([CH2:5][S:6][C:7]1[CH:12]=[CH:11][C:10]([C:13]2[CH:18]=[CH:17][C:16]([C:19]3[C:24]4[O:25][C:26]5[CH:31]=[CH:30][CH:29]=[CH:28][C:27]=5[C:23]=4[CH:22]=[CH:21][CH:20]=3)=[CH:15][CH:14]=2)=[CH:9][CH:8]=1)[C:3]([OH:40])=[O:2])=[O:34])([CH3:39])([CH3:37])[CH3:38], predict the reactants needed to synthesize it. The reactants are: C[O:2][C:3](=[O:40])[CH:4]([NH:32][C:33]([O:35][C:36]([CH3:39])([CH3:38])[CH3:37])=[O:34])[CH2:5][S:6][C:7]1[CH:12]=[CH:11][C:10]([C:13]2[CH:18]=[CH:17][C:16]([C:19]3[C:24]4[O:25][C:26]5[CH:31]=[CH:30][CH:29]=[CH:28][C:27]=5[C:23]=4[CH:22]=[CH:21][CH:20]=3)=[CH:15][CH:14]=2)=[CH:9][CH:8]=1.[OH-].[K+].Cl. (3) Given the product [Cl:13][C:14]1[CH:19]=[CH:18][C:17]([S:20]([NH:1][C:2]2[CH:11]=[CH:10][C:5]([C:6]([O:8][CH3:9])=[O:7])=[C:4]([OH:12])[CH:3]=2)(=[O:22])=[O:21])=[CH:16][CH:15]=1, predict the reactants needed to synthesize it. The reactants are: [NH2:1][C:2]1[CH:3]=[C:4]([OH:12])[C:5](=[CH:10][CH:11]=1)[C:6]([O:8][CH3:9])=[O:7].[Cl:13][C:14]1[CH:19]=[CH:18][C:17]([S:20](Cl)(=[O:22])=[O:21])=[CH:16][CH:15]=1. (4) Given the product [C:19]([C:18]1[CH:91]=[C:90]([C:92]([CH2:95][CH3:96])([CH3:93])[CH3:94])[CH:86]=[CH:85][C:17]=1[O:16][C:15](=[O:22])[NH:14][CH2:13][CH2:12][CH2:11][CH2:10][CH2:9][CH2:8][NH:7][C:6](=[O:23])[O:5][C:4]1[CH:30]=[CH:35][C:34]([C:36]([CH2:39][CH3:40])([CH3:37])[CH3:38])=[CH:33][C:3]=1[C:2]([CH2:56][CH3:57])([CH3:24])[CH3:1])([CH2:42][CH3:43])([CH3:20])[CH3:21], predict the reactants needed to synthesize it. The reactants are: [CH3:1][CH:2]([CH3:24])[CH2:3][CH2:4][O:5][C:6](=[O:23])[NH:7][CH2:8][CH2:9][CH2:10][CH2:11][CH2:12][CH2:13][NH:14][C:15](=[O:22])[O:16][CH2:17][CH2:18][CH:19]([CH3:21])[CH3:20].C([C:30]1[CH:35]=[C:34]([C:36]([CH2:39][CH3:40])([CH3:38])[CH3:37])[CH:33]=CC=1O)(CC)(C)C.[C:42]([O-])(=O)[CH2:43][CH2:42][CH2:43][CH2:56][CH2:57][CH2:42][CH2:43][CH2:56][CH2:57][CH2:42][CH3:43].[C:56]([O-])(=O)[CH2:57][CH2:56][CH2:57][CH2:42][CH2:43][CH2:56][CH2:57][CH2:42][CH2:43][CH2:56][CH3:57].[CH2:42]([Sn+2][CH2:42][CH2:43][CH2:56][CH3:57])[CH2:43][CH2:56][CH3:57].CC(O)C(OC)C(O)C([CH2:85][C:86]1(C)[C:90]([C:92]([CH:95]=[CH2:96])([CH3:94])[CH3:93])([CH3:91])OC=C1)=O. (5) Given the product [CH2:1]([S:3][C:4]1[C:5]([C:10]2[N:19]([CH3:20])[C:13]3=[N:14][CH:15]=[C:16]([C:23]([F:28])([F:27])[C:22]([F:30])([F:29])[F:21])[CH:17]=[C:12]3[N:11]=2)=[N:6][CH:7]=[CH:8][CH:9]=1)[CH3:2], predict the reactants needed to synthesize it. The reactants are: [CH2:1]([S:3][C:4]1[C:5]([C:10]2[N:19]([CH3:20])[C:13]3=[N:14][CH:15]=[C:16](I)[CH:17]=[C:12]3[N:11]=2)=[N:6][CH:7]=[CH:8][CH:9]=1)[CH3:2].[F:21][C:22]([F:30])([F:29])[C:23]([F:28])([F:27])C([O-])=O.[Na+].N.C(=O)(O)[O-].[Na+]. (6) Given the product [Cl:9][C:10]1[CH:15]=[C:14]([O:6][CH:1]2[CH2:5][CH2:4][CH2:3][CH2:2]2)[N:13]=[CH:12][N:11]=1, predict the reactants needed to synthesize it. The reactants are: [CH:1]1([OH:6])[CH2:5][CH2:4][CH2:3][CH2:2]1.[H-].[Na+].[Cl:9][C:10]1[CH:15]=[C:14](Cl)[N:13]=[CH:12][N:11]=1.[Cl-].[NH4+]. (7) Given the product [N:1]1([C:10]([O:12][C:13]([CH3:16])([CH3:15])[CH3:14])=[O:11])[CH:9]2[CH:4]([CH2:5][N:6]([C:18]([O:20][CH2:21][C:22]3[CH:27]=[CH:26][CH:25]=[CH:24][CH:23]=3)=[O:19])[CH2:7][CH2:8]2)[CH2:3][CH2:2]1, predict the reactants needed to synthesize it. The reactants are: [N:1]1([C:10]([O:12][C:13]([CH3:16])([CH3:15])[CH3:14])=[O:11])[CH:9]2[CH:4]([CH2:5][NH:6][CH2:7][CH2:8]2)[CH2:3][CH2:2]1.Cl[C:18]([O:20][CH2:21][C:22]1[CH:27]=[CH:26][CH:25]=[CH:24][CH:23]=1)=[O:19].